Task: Predict the product of the given reaction.. Dataset: Forward reaction prediction with 1.9M reactions from USPTO patents (1976-2016) (1) Given the reactants FC(F)(F)S(O[C:7]1[CH:12]=[CH:11][N:10]=[C:9]2[NH:13][C:14]3[C:19]([C:8]=12)=[CH:18][C:17]([O:20][S:21]([C:24]([F:27])([F:26])[F:25])(=[O:23])=[O:22])=[N:16][CH:15]=3)(=O)=O.[CH3:30][N:31]([CH3:52])[CH2:32][CH2:33][NH:34][C:35](=[O:51])[C:36]1[CH:41]=[CH:40][C:39](B2OC(C)(C)C(C)(C)O2)=[CH:38][CH:37]=1.C(=O)([O-])[O-].[Cs+].[Cs+].O, predict the reaction product. The product is: [F:25][C:24]([F:26])([F:27])[S:21]([O:20][C:17]1[CH:18]=[C:19]2[C:8]3[C:9](=[N:10][CH:11]=[CH:12][C:7]=3[C:39]3[CH:38]=[CH:37][C:36]([C:35](=[O:51])[NH:34][CH2:33][CH2:32][N:31]([CH3:30])[CH3:52])=[CH:41][CH:40]=3)[NH:13][C:14]2=[CH:15][N:16]=1)(=[O:23])=[O:22]. (2) Given the reactants C(Cl)(=O)C(Cl)=O.CS(C)=O.[CH2:11]([N:16]1[CH2:21][CH2:20][CH:19]([CH2:22][OH:23])[CH2:18][CH2:17]1)[C:12]([CH3:15])([CH3:14])[CH3:13], predict the reaction product. The product is: [CH2:11]([N:16]1[CH2:21][CH2:20][CH:19]([CH:22]=[O:23])[CH2:18][CH2:17]1)[C:12]([CH3:15])([CH3:14])[CH3:13].